From a dataset of Reaction yield outcomes from USPTO patents with 853,638 reactions. Predict the reaction yield, written as a fraction of the theoretical maximum amount of product (1.0 means a 100% yield; for example, 0.34 means a 34% yield). (1) The reactants are [OH:1][C:2]1[CH:3]=[C:4]([CH:10]2[CH2:14][NH:13][C:12](=[O:15])[CH2:11]2)[CH:5]=[CH:6][C:7]=1[O:8][CH3:9].[Cl:16][C:17]1[CH:22]=[CH:21][C:20](B(O)O)=[CH:19][CH:18]=1.C(N(CC)CC)C. The catalyst is C([O-])(=O)C.[Cu+2].C([O-])(=O)C.ClCCl. The product is [Cl:16][C:17]1[CH:22]=[CH:21][C:20]([O:1][C:2]2[CH:3]=[C:4]([CH:10]3[CH2:14][NH:13][C:12](=[O:15])[CH2:11]3)[CH:5]=[CH:6][C:7]=2[O:8][CH3:9])=[CH:19][CH:18]=1. The yield is 0.270. (2) The reactants are Cl.[CH:2]1([C:7]2[N:8]=[CH:9][NH:10][C:11]=2[NH2:12])[CH2:6][CH2:5][CH2:4][CH2:3]1.[C:13]([O:16][CH2:17][C:18](=[N:21][C:22]([O:24][CH2:25][CH3:26])=[O:23])OC)(=[O:15])[CH3:14].C(N(CC)CC)C. The catalyst is O1CCOCC1. The product is [C:13]([O:16][CH2:17][C:18]([NH:12][C:11]1[NH:10][CH:9]=[N:8][C:7]=1[CH:2]1[CH2:3][CH2:4][CH2:5][CH2:6]1)=[N:21][C:22]([O:24][CH2:25][CH3:26])=[O:23])(=[O:15])[CH3:14]. The yield is 0.0800. (3) The reactants are [CH2:1]([O:8][C:9]1[CH:10]=[C:11]2[C:15](=[CH:16][CH:17]=1)[NH:14][CH:13]=[CH:12]2)[C:2]1[CH:7]=[CH:6][CH:5]=[CH:4][CH:3]=1.[F-].[CH2:19]([N+](CCCC)(CCCC)CCCC)CCC.[C:36]([O:39][CH2:40][CH3:41])(=[O:38])[CH3:37].[CH3:42][CH2:43][CH2:44][CH2:45][CH2:46][CH3:47]. No catalyst specified. The product is [CH2:40]([O:39][C:36](=[O:38])[CH:37]=[C:19]([N:14]1[C:15]2[C:11](=[CH:10][C:9]([O:8][CH2:1][C:2]3[CH:3]=[CH:4][CH:5]=[CH:6][CH:7]=3)=[CH:17][CH:16]=2)[CH:12]=[CH:13]1)[C:44]1[CH:43]=[CH:42][CH:47]=[CH:46][CH:45]=1)[CH3:41]. The yield is 0.680. (4) The reactants are [CH2:1]([N:3]1[CH:8]=[CH:7][N:6]=[C:5](O)[C:4]1=[O:10])[CH3:2].P(Br)(Br)([Br:13])=O.C(=O)([O-])[O-].[Na+].[Na+].O. The catalyst is ClC(Cl)C. The product is [Br:13][C:5]1[C:4](=[O:10])[N:3]([CH2:1][CH3:2])[CH:8]=[CH:7][N:6]=1. The yield is 0.402. (5) The reactants are [Na].[CH3:2][O:3][C:4]1[N:9]=[CH:8][C:7]2[CH:10]([CH2:16][C:17]3[CH:22]=[CH:21][CH:20]=[CH:19][N:18]=3)[C:11](=O)[CH2:12][CH2:13][CH2:14][C:6]=2[CH:5]=1.[O-]CC.[Na+].[CH3:27][C:28](=[O:31])[CH:29]=[CH2:30]. The catalyst is CCO. The product is [CH3:2][O:3][C:4]1[N:9]=[CH:8][C:7]2[C:10]3([CH2:16][C:17]4[CH:22]=[CH:21][CH:20]=[CH:19][N:18]=4)[CH2:30][CH2:29][C:28](=[O:31])[CH:27]=[C:11]3[CH2:12][CH2:13][CH2:14][C:6]=2[CH:5]=1. The yield is 0.600.